From a dataset of Catalyst prediction with 721,799 reactions and 888 catalyst types from USPTO. Predict which catalyst facilitates the given reaction. Reactant: CCCCCC.C([Li])CCC.[CH3:12][NH:13][C:14]1[CH:26]=[CH:25][C:17]([C:18]([O:20][C:21]([CH3:24])([CH3:23])[CH3:22])=[O:19])=[CH:16][CH:15]=1.[C:27]([C:29]1[CH:34]=[CH:33][C:32]([CH2:35][CH2:36][N:37]2[CH2:44][CH2:43][C:40]3([CH2:42][O:41]3)[CH2:39][CH2:38]2)=[CH:31][CH:30]=1)#[N:28]. Product: [C:27]([C:29]1[CH:34]=[CH:33][C:32]([CH2:35][CH2:36][N:37]2[CH2:44][CH2:43][C:40]([CH2:42][N:13]([CH3:12])[C:14]3[CH:15]=[CH:16][C:17]([C:18]([O:20][C:21]([CH3:22])([CH3:23])[CH3:24])=[O:19])=[CH:25][CH:26]=3)([OH:41])[CH2:39][CH2:38]2)=[CH:31][CH:30]=1)#[N:28]. The catalyst class is: 132.